Predict the product of the given reaction. From a dataset of Forward reaction prediction with 1.9M reactions from USPTO patents (1976-2016). (1) The product is: [C:1]([C:3]1[CH:4]=[CH:5][C:6]([CH:9]2[C:14]([C:15]([O:17][CH2:39][CH2:40][N:41]([CH2:44][CH3:45])[CH2:42][CH3:43])=[O:16])=[C:13]([CH3:18])[N:12]([C:19]3[CH:24]=[CH:23][CH:22]=[C:21]([C:25]([F:28])([F:27])[F:26])[CH:20]=3)[C:11]([S:29][CH3:30])=[N:10]2)=[CH:7][CH:8]=1)#[N:2]. Given the reactants [C:1]([C:3]1[CH:8]=[CH:7][C:6]([CH:9]2[C:14]([C:15]([OH:17])=[O:16])=[C:13]([CH3:18])[N:12]([C:19]3[CH:24]=[CH:23][CH:22]=[C:21]([C:25]([F:28])([F:27])[F:26])[CH:20]=3)[C:11]([S:29][CH3:30])=[N:10]2)=[CH:5][CH:4]=1)#[N:2].C(=O)([O-])[O-].[K+].[K+].Br.Br[CH2:39][CH2:40][N:41]([CH2:44][CH3:45])[CH2:42][CH3:43], predict the reaction product. (2) Given the reactants [CH:1]1([C@H:4]2[C@H:13]([CH3:14])[C@@H:12]([NH:15][C:16]3[CH:21]=[CH:20][CH:19]=[C:18]([CH3:22])[N:17]=3)[C:11]3[C:6](=[C:7]([OH:29])[N:8]=[C:9]([N:23]4[CH2:28][CH2:27][O:26][CH2:25][CH2:24]4)[CH:10]=3)[N:5]2[C:30](=[O:32])[CH3:31])[CH2:3][CH2:2]1.C(N(CC)CC)C.ClC1C=CC(N([S:48]([C:51]([F:54])([F:53])[F:52])(=[O:50])=[O:49])[S:48]([C:51]([F:54])([F:53])[F:52])(=[O:50])=[O:49])=NC=1, predict the reaction product. The product is: [F:52][C:51]([F:54])([F:53])[S:48]([O:29][C:7]1[N:8]=[C:9]([N:23]2[CH2:24][CH2:25][O:26][CH2:27][CH2:28]2)[CH:10]=[C:11]2[C:6]=1[N:5]([C:30](=[O:32])[CH3:31])[CH:4]([CH:1]1[CH2:3][CH2:2]1)[CH:13]([CH3:14])[CH:12]2[NH:15][C:16]1[CH:21]=[CH:20][CH:19]=[C:18]([CH3:22])[N:17]=1)(=[O:50])=[O:49]. (3) Given the reactants [NH2:1][C:2]1[CH:10]=[CH:9][C:8]([Br:11])=[CH:7][C:3]=1[C:4]([OH:6])=O.O=S(Cl)Cl, predict the reaction product. The product is: [NH2:1][C:2]1[CH:10]=[CH:9][C:8]([Br:11])=[CH:7][C:3]=1[C:4]([NH:1][C:2]1[CH:10]=[CH:9][CH:8]=[CH:7][CH:3]=1)=[O:6]. (4) Given the reactants [CH:1]1([NH:4][C:5]2[N:10]3[N:11]=[CH:12][CH:13]=[C:9]3[N:8]=[C:7]([CH2:14][C:15]3[CH:16]=[C:17]([CH:20]=[CH:21][CH:22]=3)[C:18]#[N:19])[CH:6]=2)[CH2:3][CH2:2]1.O=P(Cl)(Cl)Cl.CN([CH:31]=[O:32])C, predict the reaction product. The product is: [CH:1]1([NH:4][C:5]2[N:10]3[N:11]=[CH:12][C:13]([CH:31]=[O:32])=[C:9]3[N:8]=[C:7]([CH2:14][C:15]3[CH:16]=[C:17]([CH:20]=[CH:21][CH:22]=3)[C:18]#[N:19])[CH:6]=2)[CH2:3][CH2:2]1. (5) Given the reactants [C:1]([C:5]1[CH:6]=[CH:7][C:8]([O:44][CH3:45])=[C:9]([CH:43]=1)[O:10][C:11]1[S:12][CH:13]=[C:14]([C:16]([NH:18][C:19]2[C:20]([O:41][CH3:42])=[N:21][C:22]([NH:27][CH2:28][CH2:29][N:30]([CH:38]([CH3:40])[CH3:39])C(=O)OC(C)(C)C)=[N:23][C:24]=2[O:25][CH3:26])=[O:17])[N:15]=1)([CH3:4])([CH3:3])[CH3:2].CO, predict the reaction product. The product is: [C:1]([C:5]1[CH:6]=[CH:7][C:8]([O:44][CH3:45])=[C:9]([CH:43]=1)[O:10][C:11]1[S:12][CH:13]=[C:14]([C:16]([NH:18][C:19]2[C:20]([O:41][CH3:42])=[N:21][C:22]([NH:27][CH2:28][CH2:29][NH:30][CH:38]([CH3:40])[CH3:39])=[N:23][C:24]=2[O:25][CH3:26])=[O:17])[N:15]=1)([CH3:3])([CH3:4])[CH3:2]. (6) The product is: [C:3]([OH:5])(=[O:4])[CH2:2][CH2:6][CH2:13][CH2:14][C:15]([OH:17])=[O:16]. Given the reactants N[CH:2]([CH2:6]C[CH2:6][CH2:2][C:3]([O-:5])=[O:4])[C:3]([O-:5])=[O:4].[CH3:13][CH:14](OC(C)=O)[C:15]([OH:17])=[O:16], predict the reaction product.